This data is from Reaction yield outcomes from USPTO patents with 853,638 reactions. The task is: Predict the reaction yield, written as a fraction of the theoretical maximum amount of product (1.0 means a 100% yield; for example, 0.34 means a 34% yield). The reactants are [C:1]([N:8]1[CH2:16][CH2:15][CH:11]([C:12]([OH:14])=O)[CH2:10][CH2:9]1)([O:3][C:4]([CH3:7])([CH3:6])[CH3:5])=[O:2].C[O-].[Na+].C(Cl)(=O)C(Cl)=O.[NH2:26][C:27]1[CH:42]=[CH:41][C:40]([I:43])=[CH:39][C:28]=1[C:29]([NH:31][C:32]1[CH:37]=[CH:36][C:35]([Cl:38])=[CH:34][N:33]=1)=[O:30].C(N(CC)C(C)C)(C)C. The catalyst is CO.ClCCl.CN(C)C=O.CN(C1C=CN=CC=1)C. The product is [C:4]([O:3][C:1]([N:8]1[CH2:9][CH2:10][CH:11]([C:12]([NH:26][C:27]2[CH:42]=[CH:41][C:40]([I:43])=[CH:39][C:28]=2[C:29]([NH:31][C:32]2[CH:37]=[CH:36][C:35]([Cl:38])=[CH:34][N:33]=2)=[O:30])=[O:14])[CH2:15][CH2:16]1)=[O:2])([CH3:5])([CH3:6])[CH3:7]. The yield is 0.620.